From a dataset of Reaction yield outcomes from USPTO patents with 853,638 reactions. Predict the reaction yield, written as a fraction of the theoretical maximum amount of product (1.0 means a 100% yield; for example, 0.34 means a 34% yield). (1) The reactants are [CH3:1][C:2]1[C:6]([CH:7]([OH:36])[C:8]2[O:9][C:10]3[CH:16]=[CH:15][C:14]([CH2:17][C:18]([NH:20][CH:21]([C:28]4[CH:33]=[CH:32][C:31]([CH3:34])=[CH:30][C:29]=4[CH3:35])[C:22]4[CH:27]=[CH:26][CH:25]=[CH:24][CH:23]=4)=[O:19])=[CH:13][C:11]=3[CH:12]=2)=[C:5]([CH3:37])[O:4][N:3]=1.[CH3:38][C:39]1([CH3:42])[CH2:41][O:40]1.CC([O-])(C)C.[K+].C1OCCOCCOCCOCCOCCOC1. The catalyst is O. The product is [CH3:1][C:2]1[C:6]([CH:7]([O:36][CH2:38][C:39]([OH:40])([CH3:42])[CH3:41])[C:8]2[O:9][C:10]3[CH:16]=[CH:15][C:14]([CH2:17][C:18]([NH:20][CH:21]([C:28]4[CH:33]=[CH:32][C:31]([CH3:34])=[CH:30][C:29]=4[CH3:35])[C:22]4[CH:27]=[CH:26][CH:25]=[CH:24][CH:23]=4)=[O:19])=[CH:13][C:11]=3[CH:12]=2)=[C:5]([CH3:37])[O:4][N:3]=1. The yield is 0.0600. (2) The reactants are [C:1]([O:5][C:6](=[O:29])[C:7]([O:10]/[N:11]=[C:12](/[C:16]1[N:17]=[C:18]([NH:21][C:22]([O:24][C:25]([CH3:28])([CH3:27])[CH3:26])=[O:23])[S:19][CH:20]=1)\[C:13](O)=[O:14])([CH3:9])[CH3:8])([CH3:4])([CH3:3])[CH3:2].CCN(C(C)C)C(C)C.CN(C(ON1N=NC2C=CC=NC1=2)=[N+](C)C)C.F[P-](F)(F)(F)(F)F.[NH2:63][C@@H:64]1[C:67](=[O:68])[NH:66][C@@H:65]1[CH2:69][N:70]1[C:74]([CH2:75][NH:76][C:77](=[O:83])[O:78][C:79]([CH3:82])([CH3:81])[CH3:80])=[N:73][N:72]=[N:71]1. The catalyst is C(Cl)Cl.CN(C=O)C. The product is [C:79]([O:78][C:77]([NH:76][CH2:75][C:74]1[N:70]([CH2:69][C@@H:65]2[C@H:64]([NH:63][C:13](=[O:14])/[C:12](=[N:11]\[O:10][C:7]([CH3:8])([CH3:9])[C:6]([O:5][C:1]([CH3:4])([CH3:3])[CH3:2])=[O:29])/[C:16]3[N:17]=[C:18]([NH:21][C:22]([O:24][C:25]([CH3:27])([CH3:28])[CH3:26])=[O:23])[S:19][CH:20]=3)[C:67](=[O:68])[NH:66]2)[N:71]=[N:72][N:73]=1)=[O:83])([CH3:82])([CH3:80])[CH3:81]. The yield is 0.590. (3) The reactants are [F:1][C:2]1[CH:3]=[CH:4][C:5]([C@@H:8]([NH:10][C:11](=[O:13])C)[CH3:9])=[N:6][CH:7]=1.[CH3:14][C:15]([O:18]C(OC([O:18][C:15]([CH3:17])([CH3:16])[CH3:14])=O)=O)([CH3:17])[CH3:16].O.[OH-].[Li+].O. The catalyst is CN(C1C=CN=CC=1)C.C1COCC1.CCOCC. The product is [F:1][C:2]1[CH:3]=[CH:4][C:5]([C@@H:8]([NH:10][C:11](=[O:13])[O:18][C:15]([CH3:17])([CH3:16])[CH3:14])[CH3:9])=[N:6][CH:7]=1. The yield is 0.940. (4) The reactants are [C:1]([N:8]1CCNCC1)([O:3][C:4]([CH3:7])([CH3:6])[CH3:5])=[O:2].[CH3:14][CH2:15][N:16]([CH:20]([CH3:22])C)[CH:17]([CH3:19])C.[CH3:23]O.C(Cl)Cl.C[CH2:29][O:30][C:31](C)=[O:32]. The catalyst is CS(C)=O. The product is [CH3:29][O:30][C:31](=[O:32])[C@H:22]([CH3:23])[CH2:20][N:16]1[CH2:15][CH2:14][N:8]([C:1]([O:3][C:4]([CH3:7])([CH3:6])[CH3:5])=[O:2])[CH2:19][CH2:17]1. The yield is 0.340.